From a dataset of Forward reaction prediction with 1.9M reactions from USPTO patents (1976-2016). Predict the product of the given reaction. Given the reactants [Cl:1][C:2]1[S:6][C:5]([NH:7][C:8](=[O:16])[CH2:9][C:10]2[CH:15]=[CH:14][CH:13]=[CH:12][CH:11]=2)=[C:4]([C:17]([O:19]C)=O)[C:3]=1[CH3:21].ClCl.ClN1C(=O)CCC1=O, predict the reaction product. The product is: [Cl:1][C:2]1[S:6][C:5]2[NH:7][C:8](=[O:16])[C:9]([C:10]3[CH:11]=[CH:12][CH:13]=[CH:14][CH:15]=3)=[C:17]([OH:19])[C:4]=2[C:3]=1[CH3:21].